This data is from Forward reaction prediction with 1.9M reactions from USPTO patents (1976-2016). The task is: Predict the product of the given reaction. (1) Given the reactants [NH2:1][C:2]1[C:3]([F:16])=[CH:4][C:5]2[O:10][CH2:9][C:8](=[O:11])[N:7]([CH2:12][C:13]#[CH:14])[C:6]=2[CH:15]=1.O.[N:18]([O-])=O.[Na+].CS[C:24]1[S:25][CH2:26][CH2:27][N:28]=1, predict the reaction product. The product is: [F:16][C:3]1[C:2]([NH:1][N:18]=[C:24]2[N:28]=[CH:27][CH2:26][S:25]2)=[CH:15][C:6]2[N:7]([CH2:12][C:13]#[CH:14])[C:8](=[O:11])[CH2:9][O:10][C:5]=2[CH:4]=1. (2) Given the reactants [NH2:1][CH2:2][C:3]1[CH:4]=[N:5][CH:6]=[CH:7][CH:8]=1.[F:9][C:10]([F:36])([F:35])[C:11]1[CH:16]=[CH:15][C:14]([C:17]2[C:18]([C:23]([NH:25][C:26]3[CH:27]=[C:28]([C:32](O)=[O:33])[N:29]([CH3:31])[CH:30]=3)=[O:24])=[CH:19][CH:20]=[CH:21][CH:22]=2)=[CH:13][CH:12]=1.CN(C(ON1N=NC2C=CC=CC1=2)=[N+](C)C)C.[B-](F)(F)(F)F.C(N(C(C)C)C(C)C)C, predict the reaction product. The product is: [N:5]1[CH:6]=[CH:7][CH:8]=[C:3]([CH2:2][NH:1][C:32]([C:28]2[N:29]([CH3:31])[CH:30]=[C:26]([NH:25][C:23]([C:18]3[C:17]([C:14]4[CH:13]=[CH:12][C:11]([C:10]([F:36])([F:9])[F:35])=[CH:16][CH:15]=4)=[CH:22][CH:21]=[CH:20][CH:19]=3)=[O:24])[CH:27]=2)=[O:33])[CH:4]=1. (3) Given the reactants C([C:3]1([O:16][Si:17]([CH3:20])([CH3:19])[CH3:18])[CH2:8][CH2:7][CH2:6][N:5](C(OC(C)(C)C)=O)[CH2:4]1)#N.Cl.[C:22](=[O:25])([O-])[O-:23].[Cs+].[Cs+].[Si](Cl)(C)(C)[CH3:29], predict the reaction product. The product is: [CH3:18][Si:17]([CH3:19])([CH3:20])[O:16][C:3]1([C:22]([O:23][CH3:29])=[O:25])[CH2:8][CH2:7][CH2:6][NH:5][CH2:4]1. (4) Given the reactants [F:1][C:2]([F:16])([F:15])[C:3]([NH:5][CH2:6][C:7]1[CH:12]=[CH:11][CH:10]=[CH:9][C:8]=1[CH:13]=[CH2:14])=[O:4].C[N+]1([O-])CC[O:21]CC1.C1COCC1.S([O-])([O-])(=O)=S.[Na+].[Na+].[OH2:37], predict the reaction product. The product is: [OH:37][CH:13]([C:8]1[CH:9]=[CH:10][CH:11]=[CH:12][C:7]=1[CH2:6][NH:5][C:3](=[O:4])[C:2]([F:15])([F:16])[F:1])[CH2:14][OH:21]. (5) Given the reactants C([O:8][CH2:9][CH2:10][CH2:11][C:12]1[N:13]=[C:14]([C:33]2[CH:38]=[CH:37][C:36]([C:39]([F:42])([F:41])[F:40])=[CH:35][CH:34]=2)[S:15][C:16]=1[CH2:17][O:18][C:19]1[CH:24]=[CH:23][C:22]([C:25]2[NH:29][C:28](=[O:30])[O:27][N:26]=2)=[C:21]([O:31][CH3:32])[CH:20]=1)C1C=CC=CC=1.I[Si](C)(C)C.CO.C(=O)(O)[O-].[Na+], predict the reaction product. The product is: [OH:8][CH2:9][CH2:10][CH2:11][C:12]1[N:13]=[C:14]([C:33]2[CH:34]=[CH:35][C:36]([C:39]([F:40])([F:41])[F:42])=[CH:37][CH:38]=2)[S:15][C:16]=1[CH2:17][O:18][C:19]1[CH:24]=[CH:23][C:22]([C:25]2[NH:29][C:28](=[O:30])[O:27][N:26]=2)=[C:21]([O:31][CH3:32])[CH:20]=1. (6) Given the reactants [CH:1]1[C:6]2[CH:7]([CH2:10][C:11]#[N:12])[CH2:8][CH2:9][C:5]=2[CH:4]=[CH:3][N:2]=1.[NH2:13]OC1C=CC([N+]([O-])=O)=CC=1[N+]([O-])=O.[C:27]([O:32][CH2:33][CH3:34])(=[O:31])[C:28]#[C:29][CH3:30].C(=O)([O-])[O-].[K+].[K+], predict the reaction product. The product is: [C:11]([CH2:10][CH:7]1[C:6]2[C:1]3[N:2]([N:13]=[C:29]([CH3:30])[C:28]=3[C:27]([O:32][CH2:33][CH3:34])=[O:31])[CH:3]=[CH:4][C:5]=2[CH2:9][CH2:8]1)#[N:12]. (7) Given the reactants [Cl:1][C:2]1[CH:3]=[C:4]([C:9]2([C:14](O)=O)[CH2:13][CH2:12][CH2:11][CH2:10]2)[CH:5]=[CH:6][C:7]=1[Cl:8].[CH3:17][NH2:18], predict the reaction product. The product is: [Cl:1][C:2]1[CH:3]=[C:4]([C:9]2([CH2:14][NH:18][CH3:17])[CH2:13][CH2:12][CH2:11][CH2:10]2)[CH:5]=[CH:6][C:7]=1[Cl:8].